From a dataset of Full USPTO retrosynthesis dataset with 1.9M reactions from patents (1976-2016). Predict the reactants needed to synthesize the given product. (1) Given the product [Cl:16][C:3]1[CH:4]=[C:5]([NH:9][C:10]2[N:14]=[C:13]([NH2:15])[NH:12][N:11]=2)[CH:6]=[C:7]([Cl:8])[C:2]=1[C:25]1[CH:26]=[CH:27][C:22]([O:21][CH2:20][CH2:19][N:18]([CH3:37])[CH3:17])=[CH:23][CH:24]=1, predict the reactants needed to synthesize it. The reactants are: Br[C:2]1[C:7]([Cl:8])=[CH:6][C:5]([NH:9][C:10]2[N:14]=[C:13]([NH2:15])[NH:12][N:11]=2)=[CH:4][C:3]=1[Cl:16].[CH3:17][N:18]([CH3:37])[CH2:19][CH2:20][O:21][C:22]1[CH:27]=[CH:26][C:25](B2OC(C)(C)C(C)(C)O2)=[CH:24][CH:23]=1.O1CCOCC1.O.C(=O)([O-])[O-].[K+].[K+]. (2) The reactants are: [C:1]([C:3]1[CH:8]=[CH:7][C:6]([N:9]2[C:16](=[O:17])[C:12]3([CH2:15][CH2:14][CH2:13]3)[N:11]([C:18]3[CH:23]=[CH:22][C:21]([CH2:24][CH2:25][CH2:26][C:27]([OH:29])=O)=[CH:20][CH:19]=3)[C:10]2=[S:30])=[CH:5][C:4]=1[C:31]([F:34])([F:33])[F:32])#[N:2].S(Cl)(Cl)=O.C[N:40](C=O)C. Given the product [C:1]([C:3]1[CH:8]=[CH:7][C:6]([N:9]2[C:16](=[O:17])[C:12]3([CH2:15][CH2:14][CH2:13]3)[N:11]([C:18]3[CH:23]=[CH:22][C:21]([CH2:24][CH2:25][CH2:26][C:27]([NH2:40])=[O:29])=[CH:20][CH:19]=3)[C:10]2=[S:30])=[CH:5][C:4]=1[C:31]([F:34])([F:33])[F:32])#[N:2], predict the reactants needed to synthesize it. (3) Given the product [NH2:53][C:21](=[O:23])[CH2:20][O:19][C:18]1[CH:17]=[C:16]([CH:26]=[C:25]([C:27]2[C:35]3[C:30](=[N:31][CH:32]=[CH:33][CH:34]=3)[NH:29][CH:28]=2)[CH:24]=1)[CH2:15][NH:14][C:12]([C:8]1[C:7](=[O:45])[N:6]([CH2:5][C:4]2[CH:46]=[CH:47][C:48]([F:49])=[C:2]([F:1])[CH:3]=2)[CH:11]=[CH:10][CH:9]=1)=[O:13], predict the reactants needed to synthesize it. The reactants are: [F:1][C:2]1[CH:3]=[C:4]([CH:46]=[CH:47][C:48]=1[F:49])[CH2:5][N:6]1[CH:11]=[CH:10][CH:9]=[C:8]([C:12]([NH:14][CH2:15][C:16]2[CH:17]=[C:18]([CH:24]=[C:25]([C:27]3[C:35]4[C:30](=[N:31][CH:32]=[CH:33][CH:34]=4)[N:29](S(C4C=CC=CC=4)(=O)=O)[CH:28]=3)[CH:26]=2)[O:19][CH2:20][C:21]([OH:23])=O)=[O:13])[C:7]1=[O:45].[Cl-].[NH4+].C[N:53](C)C=O.C(N(CC)C(C)C)(C)C.CO.C(=O)([O-])[O-].[K+].[K+]. (4) Given the product [Cl:36][C:2]([Cl:1])([Cl:37])[CH2:3][O:4][C:5](=[O:35])[NH:6][C:7]1[CH:12]=[CH:11][C:10]([S:13][C:14]2[CH:19]=[CH:18][C:17]([C:20](=[O:31])[NH:21][C:22]3[C:27]([CH3:28])=[CH:26][C:25]([Br:29])=[CH:24][C:23]=3[CH3:30])=[CH:16][C:15]=2[NH2:32])=[CH:9][CH:8]=1, predict the reactants needed to synthesize it. The reactants are: [Cl:1][C:2]([Cl:37])([Cl:36])[CH2:3][O:4][C:5](=[O:35])[NH:6][C:7]1[CH:12]=[CH:11][C:10]([S:13][C:14]2[CH:19]=[CH:18][C:17]([C:20](=[O:31])[NH:21][C:22]3[C:27]([CH3:28])=[CH:26][C:25]([Br:29])=[CH:24][C:23]=3[CH3:30])=[CH:16][C:15]=2[N+:32]([O-])=O)=[CH:9][CH:8]=1.[NH4+].[Cl-]. (5) Given the product [F:28][C:29]1[C:34]([C:2]2[N:7]=[C:6]([CH3:8])[N:5]=[C:4]([N:9]([CH2:19][C:20]3[CH:25]=[CH:24][C:23]([O:26][CH3:27])=[CH:22][CH:21]=3)[CH2:10][C:11]3[CH:16]=[CH:15][C:14]([O:17][CH3:18])=[CH:13][CH:12]=3)[N:3]=2)=[CH:33][C:32]([CH:38]([C:40]2[CH:41]=[CH:42][C:43]([S:46][CH3:47])=[CH:44][CH:45]=2)[CH3:39])=[CH:31][N:30]=1, predict the reactants needed to synthesize it. The reactants are: Cl[C:2]1[N:7]=[C:6]([CH3:8])[N:5]=[C:4]([N:9]([CH2:19][C:20]2[CH:25]=[CH:24][C:23]([O:26][CH3:27])=[CH:22][CH:21]=2)[CH2:10][C:11]2[CH:16]=[CH:15][C:14]([O:17][CH3:18])=[CH:13][CH:12]=2)[N:3]=1.[F:28][C:29]1[C:34](B(O)O)=[CH:33][C:32]([CH:38]([C:40]2[CH:45]=[CH:44][C:43]([S:46][CH3:47])=[CH:42][CH:41]=2)[CH3:39])=[CH:31][N:30]=1.C([O-])(=O)C.[K+]. (6) Given the product [NH2:15][C:13]1[S:14][C:10]([C@H:9]([C:3]2[CH:4]=[CH:5][C:6]([F:8])=[CH:7][C:2]=2[Cl:1])[NH:23][S@@:24]([C:26]([CH3:29])([CH3:28])[CH3:27])=[O:25])=[CH:11][N:12]=1, predict the reactants needed to synthesize it. The reactants are: [Cl:1][C:2]1[CH:7]=[C:6]([F:8])[CH:5]=[CH:4][C:3]=1[C@@H:9]([NH:23][S:24]([C:26]([CH3:29])([CH3:28])[CH3:27])=[O:25])[C:10]1[S:14][C:13]([NH:15]C(=O)OC(C)(C)C)=[N:12][CH:11]=1.C(O)(C(F)(F)F)=O. (7) Given the product [CH3:25][O:24][C:7]1[CH:6]=[CH:5][C:4]2[N:3]=[C:2]([NH:35][C:34]3[CH:36]=[CH:37][CH:38]=[C:32]([N:29]4[CH2:30][CH2:31][O:26][CH2:27][CH2:28]4)[CH:33]=3)[C:11]3[NH:12][N:13]=[CH:14][C:10]=3[C:9]=2[CH:8]=1, predict the reactants needed to synthesize it. The reactants are: Cl[C:2]1[C:11]2=[N:12][N:13](CC3C=CC(OC)=CC=3)[CH:14]=[C:10]2[C:9]2[CH:8]=[C:7]([O:24][CH3:25])[CH:6]=[CH:5][C:4]=2[N:3]=1.[O:26]1[CH2:31][CH2:30][N:29]([C:32]2[CH:33]=[C:34]([CH:36]=[CH:37][CH:38]=2)[NH2:35])[CH2:28][CH2:27]1.Cl. (8) Given the product [OH:16][CH2:15][CH2:17][NH:18][C:10](=[O:12])[CH2:9][C:6]1[CH:5]=[CH:4][C:3]([C:2]([F:1])([F:14])[F:13])=[CH:8][CH:7]=1, predict the reactants needed to synthesize it. The reactants are: [F:1][C:2]([F:14])([F:13])[C:3]1[CH:8]=[CH:7][C:6]([CH2:9][C:10]([OH:12])=O)=[CH:5][CH:4]=1.[CH2:15]([CH2:17][NH2:18])[OH:16].Cl.CN(C)CCCN=C=NCC.ON1C2C=CC=CC=2N=N1.C(N(CC)CC)C.